Dataset: CYP2C9 inhibition data for predicting drug metabolism from PubChem BioAssay. Task: Regression/Classification. Given a drug SMILES string, predict its absorption, distribution, metabolism, or excretion properties. Task type varies by dataset: regression for continuous measurements (e.g., permeability, clearance, half-life) or binary classification for categorical outcomes (e.g., BBB penetration, CYP inhibition). Dataset: cyp2c9_veith. (1) The compound is COc1ccccc1-c1nccc(NC2CCNCC2)n1. The result is 0 (non-inhibitor). (2) The drug is CCc1cc2c(nc1CC)CCN(CC/C(C)=N/OC[C@@H](O)[C@@H]1O[C@@H]3OC(C)(C)O[C@@H]3[C@H]1O)C2. The result is 0 (non-inhibitor). (3) The molecule is Clc1cccc(N/N=C/c2ccc(N3CCOCC3)cc2)c1. The result is 0 (non-inhibitor). (4) The result is 0 (non-inhibitor). The compound is CCCc1nnc(SCC(=O)N2CCCCC2)n1CC1CCCO1. (5) The drug is Nc1nnc(-c2cccc(Cl)c2Cl)c(N)n1. The result is 0 (non-inhibitor). (6) The compound is CC(C)CC(=O)N1CCC(O)(CS(=O)(=O)Cc2ccccc2)CC1. The result is 0 (non-inhibitor). (7) The compound is O=C1S/C(=C/c2ccc(N3CCOCC3)o2)C(=O)N1Cc1ccc(F)cc1. The result is 0 (non-inhibitor). (8) The compound is COc1ccc(/C=C2\NC(=S)N(CC3CCCO3)C2=O)c(OC)c1. The result is 1 (inhibitor).